Dataset: Full USPTO retrosynthesis dataset with 1.9M reactions from patents (1976-2016). Task: Predict the reactants needed to synthesize the given product. Given the product [Cl:1][C:2]1[CH:3]=[CH:4][C:5]([N:8]([C:38](=[O:41])[CH2:39][CH3:40])[C@H:9]2[C:18]3[C:13](=[CH:14][CH:15]=[CH:16][CH:17]=3)[N:12]([C:19]([C:21]3[CH:22]=[CH:23][C:24]([O:25][CH2:26][CH2:27][C:28]([CH3:34])([CH3:33])[C:29]([OH:31])=[O:30])=[CH:35][CH:36]=3)=[O:20])[C@@H:11]([CH3:37])[CH2:10]2)=[CH:6][CH:7]=1, predict the reactants needed to synthesize it. The reactants are: [Cl:1][C:2]1[CH:7]=[CH:6][C:5]([N:8]([C:38](=[O:41])[CH2:39][CH3:40])[C@H:9]2[C:18]3[C:13](=[CH:14][CH:15]=[CH:16][CH:17]=3)[N:12]([C:19]([C:21]3[CH:36]=[CH:35][C:24]([O:25][CH2:26][CH2:27][C:28]([CH3:34])([CH3:33])[C:29]([O:31]C)=[O:30])=[CH:23][CH:22]=3)=[O:20])[C@@H:11]([CH3:37])[CH2:10]2)=[CH:4][CH:3]=1.[OH-].[Na+].